Dataset: Full USPTO retrosynthesis dataset with 1.9M reactions from patents (1976-2016). Task: Predict the reactants needed to synthesize the given product. (1) Given the product [OH:12][CH2:13][C:14]1[CH:19]=[CH:18][CH:17]=[CH:16][C:15]=1[C:2]1[S:3][CH:4]=[C:5]([C:7]([O:9][CH2:10][CH3:11])=[O:8])[N:6]=1, predict the reactants needed to synthesize it. The reactants are: Br[C:2]1[S:3][CH:4]=[C:5]([C:7]([O:9][CH2:10][CH3:11])=[O:8])[N:6]=1.[OH:12][CH2:13][C:14]1[CH:19]=[CH:18][CH:17]=[CH:16][C:15]=1B(O)O.ClCCl. (2) The reactants are: [Br:1][C:2]1[CH:10]=[CH:9][CH:8]=[CH:7][C:3]=1[C:4]([OH:6])=O.CN(C(ON1N=NC2C=CC=NC1=2)=[N+](C)C)C.F[P-](F)(F)(F)(F)F.CCN(C(C)C)C(C)C.[I-].[CH2:45]([N+:49]1[N:53]=[C:52]([CH3:54])[S:51][C:50]=1[CH3:55])[CH2:46][CH2:47][CH3:48]. Given the product [Br:1][C:2]1[CH:10]=[CH:9][CH:8]=[CH:7][C:3]=1[C:4](=[O:6])/[CH:55]=[C:50]1\[S:51][C:52]([CH3:54])=[N:53][N:49]\1[CH2:45][CH2:46][CH2:47][CH3:48], predict the reactants needed to synthesize it. (3) Given the product [Cl:1][C:2]1[N:3]=[C:4]([N:13]2[CH2:18][CH2:17][O:16][CH2:15][CH2:14]2)[C:5]2[S:10][CH:9]=[CH:8][C:6]=2[N:7]=1, predict the reactants needed to synthesize it. The reactants are: [Cl:1][C:2]1[N:3]=[C:4]([N:13]2[CH2:18][CH2:17][O:16][CH2:15][CH2:14]2)[C:5]2[S:10][C:9](C=O)=[CH:8][C:6]=2[N:7]=1.OC1CCCNC1.S([O-])([O-])(=O)=O.[Mg+2].C(O[BH-](OC(=O)C)OC(=O)C)(=O)C.[Na+].C(=O)(O)[O-].[Na+]. (4) Given the product [CH3:27][C:22]1[CH:23]=[C:24]([CH3:26])[N:25]=[C:20]([N:3]2[CH2:4][CH2:5][C@H:6]3[C@H:1]([N:8]([C:9]([O:11][CH2:12][C:13]4[CH:18]=[CH:17][CH:16]=[CH:15][CH:14]=4)=[O:10])[CH2:7]3)[CH2:2]2)[N:21]=1, predict the reactants needed to synthesize it. The reactants are: [C@H:1]12[N:8]([C:9]([O:11][CH2:12][C:13]3[CH:18]=[CH:17][CH:16]=[CH:15][CH:14]=3)=[O:10])[CH2:7][C@H:6]1[CH2:5][CH2:4][NH:3][CH2:2]2.Cl[C:20]1[N:25]=[C:24]([CH3:26])[CH:23]=[C:22]([CH3:27])[N:21]=1.C([O-])([O-])=O.[Cs+].[Cs+]. (5) Given the product [F:1][C:2]1[CH:8]=[CH:7][CH:6]=[CH:5][C:3]=1[NH:4][N:9]=[C:21]([C:22](=[O:24])[CH3:23])[C:18](=[O:20])[CH3:19], predict the reactants needed to synthesize it. The reactants are: [F:1][C:2]1[CH:8]=[CH:7][CH:6]=[CH:5][C:3]=1[NH2:4].[N:9]([O-])=O.[Na+].C([O-])(=O)C.[Na+].[C:18]([CH2:21][C:22](=[O:24])[CH3:23])(=[O:20])[CH3:19]. (6) Given the product [O:9]=[C:10]1[CH2:15][CH2:14][CH2:13][CH:12]([CH2:16][C:17]([NH:40][C:39]2[C:34]([S:33][CH2:32][CH2:31][S:28]([C:24]3[CH:25]=[CH:26][CH:27]=[C:22]([C:21]([F:41])([F:42])[F:20])[CH:23]=3)(=[O:30])=[O:29])=[N:35][CH:36]=[CH:37][CH:38]=2)=[O:19])[CH2:11]1, predict the reactants needed to synthesize it. The reactants are: ClC(N(C)C)=C(C)C.[O:9]=[C:10]1[CH2:15][CH2:14][CH2:13][CH:12]([CH2:16][C:17]([OH:19])=O)[CH2:11]1.[F:20][C:21]([F:42])([F:41])[C:22]1[CH:23]=[C:24]([S:28]([CH2:31][CH2:32][S:33][C:34]2[C:39]([NH2:40])=[CH:38][CH:37]=[CH:36][N:35]=2)(=[O:30])=[O:29])[CH:25]=[CH:26][CH:27]=1.CCCCCC. (7) Given the product [Cl:14][C:15]1[CH:16]=[C:17]([Cl:23])[CH:18]=[C:19]([O:21][CH3:22])[C:20]=1[C:24]([OH:26])=[O:25], predict the reactants needed to synthesize it. The reactants are: [Li]CCCC.CN(C)CCN(C)C.[Cl:14][C:15]1[CH:20]=[C:19]([O:21][CH3:22])[CH:18]=[C:17]([Cl:23])[CH:16]=1.[C:24](=[O:26])=[O:25]. (8) Given the product [C:1]12([CH:11]([OH:37])[CH2:12][O:13][C:14]3[CH:18]=[C:17]([C:19]4[CH:20]=[CH:21][C:22]([C@H:25]5[CH2:26][CH2:27][C@H:28]([CH2:31][C:32]([OH:34])=[O:33])[CH2:29][CH2:30]5)=[CH:23][CH:24]=4)[NH:16][N:15]=3)[CH2:10][CH:5]3[CH2:4][CH:3]([CH2:9][CH:7]([CH2:6]3)[CH2:8]1)[CH2:2]2, predict the reactants needed to synthesize it. The reactants are: [C:1]12([CH:11]([OH:37])[CH2:12][O:13][C:14]3[CH:18]=[C:17]([C:19]4[CH:24]=[CH:23][C:22]([C@H:25]5[CH2:30][CH2:29][C@H:28]([CH2:31][C:32]([O:34]CC)=[O:33])[CH2:27][CH2:26]5)=[CH:21][CH:20]=4)[NH:16][N:15]=3)[CH2:10][CH:5]3[CH2:6][CH:7]([CH2:9][CH:3]([CH2:4]3)[CH2:2]1)[CH2:8]2.O.[OH-].[Li+].O1CCCC1.Cl. (9) Given the product [CH2:8]([C:10]1[CH:15]=[CH:14][CH:13]=[CH:12][N:11]=1)[CH2:9][CH2:7][C:2]1[CH:3]=[CH:4][CH:5]=[CH:6][N:1]=1, predict the reactants needed to synthesize it. The reactants are: [N:1]1[CH:6]=[CH:5][CH:4]=[CH:3][C:2]=1[CH3:7].[CH:8]([C:10]1[CH:15]=[CH:14][CH:13]=[CH:12][N:11]=1)=[CH2:9].[Na].C1(C=CC(O)=CC=1)O. (10) Given the product [Cl:1][C:2]1[C:3]([O:12][C:13]2[CH:18]=[C:17]([O:19][CH2:20][CH2:21][O:22][CH3:23])[CH:16]=[CH:15][C:14]=2/[CH:24]=[CH:25]/[CH2:26][NH2:38])=[N:4][CH:5]=[C:6]([C:8]([F:9])([F:11])[F:10])[CH:7]=1, predict the reactants needed to synthesize it. The reactants are: [Cl:1][C:2]1[C:3]([O:12][C:13]2[CH:18]=[C:17]([O:19][CH2:20][CH2:21][O:22][CH3:23])[CH:16]=[CH:15][C:14]=2/[CH:24]=[CH:25]/[CH2:26]O)=[N:4][CH:5]=[C:6]([C:8]([F:11])([F:10])[F:9])[CH:7]=1.CS(Cl)(=O)=O.Cl.C1(=O)[NH:38]C(=O)C2=CC=CC=C12.[K].O.NN.